The task is: Predict the product of the given reaction.. This data is from Forward reaction prediction with 1.9M reactions from USPTO patents (1976-2016). (1) The product is: [CH2:1]([O:3][C:4](=[O:40])[C:5]([CH3:39])([CH3:38])[CH2:6][C:7]1[N:8]([CH2:22][C:23]2[CH:24]=[CH:25][C:26]([B:29]3[O:30][C:31]([CH3:37])([CH3:36])[C:32]([CH3:35])([CH3:34])[O:33]3)=[CH:27][CH:28]=2)[C:9]2[C:14]([C:15]=1[S:16][C:17]([CH3:20])([CH3:19])[CH3:18])=[CH:13][C:12]([O:21][CH2:42][C:43]1[CH:48]=[CH:47][C:46]([CH3:49])=[CH:45][N:44]=1)=[CH:11][CH:10]=2)[CH3:2]. Given the reactants [CH2:1]([O:3][C:4](=[O:40])[C:5]([CH3:39])([CH3:38])[CH2:6][C:7]1[N:8]([CH2:22][C:23]2[CH:28]=[CH:27][C:26]([B:29]3[O:33][C:32]([CH3:35])([CH3:34])[C:31]([CH3:37])([CH3:36])[O:30]3)=[CH:25][CH:24]=2)[C:9]2[C:14]([C:15]=1[S:16][C:17]([CH3:20])([CH3:19])[CH3:18])=[CH:13][C:12]([OH:21])=[CH:11][CH:10]=2)[CH3:2].Cl[CH2:42][C:43]1[CH:48]=[CH:47][C:46]([CH3:49])=[CH:45][N:44]=1.C(=O)([O-])[O-].[Cs+].[Cs+].CC#N, predict the reaction product. (2) The product is: [CH3:8][C:5]1[CH:4]=[C:3]2[C:2](=[CH:7][CH:6]=1)[NH:1][C:11]1[C:12](=[O:17])[CH2:13][CH2:14][CH2:15][C:16]2=1. Given the reactants [NH2:1][C:2]1[CH:7]=[CH:6][C:5]([CH3:8])=[CH:4][CH:3]=1.OC=[C:11]1[CH2:16][CH2:15][CH2:14][CH2:13][C:12]1=[O:17], predict the reaction product. (3) Given the reactants C([O:5][C:6](=O)[CH2:7][O:8][C@H:9]1[CH2:32][O:31][C:12]2=[CH:13][CH:14]=[C:15]3[C:19]([N:18]([CH2:20][C@H:21]([O:23][Si:24]([C:27]([CH3:30])([CH3:29])[CH3:28])([CH3:26])[CH3:25])[CH3:22])[N:17]=[CH:16]3)=[C:11]2[CH2:10]1)(C)(C)C.[H-].[Al+3].[Li+].[H-].[H-].[H-].C(=O)(O)[O-].[Na+], predict the reaction product. The product is: [C:27]([Si:24]([CH3:26])([CH3:25])[O:23][C@H:21]([CH3:22])[CH2:20][N:18]1[C:19]2[C:15](=[CH:14][CH:13]=[C:12]3[O:31][CH2:32][C@H:9]([O:8][CH2:7][CH2:6][OH:5])[CH2:10][C:11]3=2)[CH:16]=[N:17]1)([CH3:29])([CH3:30])[CH3:28]. (4) Given the reactants Cl[CH2:2][C@@H:3]1[CH2:7][CH2:6][CH2:5][N:4]1[C:8]1[CH:9]=[C:10]([C:14]2[CH:15]=[C:16]3[C:21](=[CH:22][CH:23]=2)[N:20]([CH3:24])[C:19](=[O:25])[CH2:18][CH2:17]3)[CH:11]=[N:12][CH:13]=1.C([O-])([O-])=O.[K+].[K+].[I-].[Na+].Cl.[CH2:35]([NH2:37])[CH3:36].C([O-])(O)=O.[Na+], predict the reaction product. The product is: [CH2:35]([NH:37][CH2:2][C@@H:3]1[CH2:7][CH2:6][CH2:5][N:4]1[C:8]1[CH:9]=[C:10]([C:14]2[CH:15]=[C:16]3[C:21](=[CH:22][CH:23]=2)[N:20]([CH3:24])[C:19](=[O:25])[CH2:18][CH2:17]3)[CH:11]=[N:12][CH:13]=1)[CH3:36]. (5) Given the reactants CC1C=CC(S(O[CH2:12][CH:13]2[O:18][C:17]3[CH:19]=[C:20]([O:23][S:24]([C:27]([F:30])([F:29])[F:28])(=[O:26])=[O:25])[CH:21]=[CH:22][C:16]=3[O:15][CH2:14]2)(=O)=O)=CC=1.[NH2:31][CH2:32][CH2:33][OH:34], predict the reaction product. The product is: [F:28][C:27]([F:30])([F:29])[S:24]([O:23][C:20]1[CH:21]=[CH:22][C:16]2[O:15][CH2:14][CH:13]([CH2:12][NH:31][CH2:32][CH2:33][OH:34])[O:18][C:17]=2[CH:19]=1)(=[O:25])=[O:26]. (6) Given the reactants [S:1]1[CH:5]=[CH:4][N:3]=[C:2]1[CH2:6][C:7]#[N:8].[CH3:9][N:10]([CH:12](OC)OC)[CH3:11], predict the reaction product. The product is: [CH3:9][N:10]([CH3:11])/[CH:12]=[C:6](/[C:2]1[S:1][CH:5]=[CH:4][N:3]=1)\[C:7]#[N:8].